Dataset: Catalyst prediction with 721,799 reactions and 888 catalyst types from USPTO. Task: Predict which catalyst facilitates the given reaction. Reactant: COC(=O)[C@H:4]([CH2:24][C:25]1[CH:30]=[CH:29][CH:28]=[CH:27][CH:26]=1)[NH:5][C:6](=[O:23])[CH2:7][N:8]([C:16](OC(C)(C)C)=[O:17])[CH2:9][C:10]1[CH:15]=[CH:14][CH:13]=[CH:12][CH:11]=1.S(Cl)(Cl)=O. Product: [CH2:9]([N:8]1[CH2:7][C:6](=[O:23])[NH:5][CH:4]([CH2:24][C:25]2[CH:30]=[CH:29][CH:28]=[CH:27][CH:26]=2)[C:16]1=[O:17])[C:10]1[CH:15]=[CH:14][CH:13]=[CH:12][CH:11]=1. The catalyst class is: 5.